From a dataset of Full USPTO retrosynthesis dataset with 1.9M reactions from patents (1976-2016). Predict the reactants needed to synthesize the given product. Given the product [OH:18][CH:19]1[CH2:22][N:21]([C:23]2[S:24][CH:25]=[C:26]([C:28]([N:30]3[CH2:31][CH2:32][CH2:33][CH2:34][CH2:35]3)=[O:29])[N:27]=2)[CH2:20]1, predict the reactants needed to synthesize it. The reactants are: [Si]([O:18][CH:19]1[CH2:22][N:21]([C:23]2[S:24][CH:25]=[C:26]([C:28]([N:30]3[CH2:35][CH2:34][CH2:33][CH2:32][CH2:31]3)=[O:29])[N:27]=2)[CH2:20]1)(C(C)(C)C)(C1C=CC=CC=1)C1C=CC=CC=1.[F-].C([N+](CCCC)(CCCC)CCCC)CCC.